Dataset: Full USPTO retrosynthesis dataset with 1.9M reactions from patents (1976-2016). Task: Predict the reactants needed to synthesize the given product. The reactants are: C([C@H:4]1[N:9](CC(F)(F)F)[C:8]2[CH:15]=[CH:16][C:17]([N+]([O-])=O)=[CH:18][C:7]=2[O:6][CH2:5]1)(C)C. Given the product [O:6]1[C:7]2[CH:18]=[CH:17][CH:16]=[CH:15][C:8]=2[N:9]=[CH:4][CH2:5]1, predict the reactants needed to synthesize it.